Dataset: Retrosynthesis with 50K atom-mapped reactions and 10 reaction types from USPTO. Task: Predict the reactants needed to synthesize the given product. (1) Given the product CC(C)(C)OC(=O)N1CCN(c2ccncc2[N+](=O)[O-])CC1, predict the reactants needed to synthesize it. The reactants are: CC(C)(C)OC(=O)N1CCNCC1.O=[N+]([O-])c1cnccc1Cl. (2) Given the product COc1ccccc1N(C)S(=O)(=O)c1ccc(C(=O)O)cc1, predict the reactants needed to synthesize it. The reactants are: CNc1ccccc1OC.O=C(O)c1ccc(S(=O)(=O)Cl)cc1. (3) The reactants are: CN(C(=O)OC(C)(C)C)C1CCN(c2nnc(Cl)c3ccccc23)CC1. Given the product CNC1CCN(c2nnc(Cl)c3ccccc23)CC1, predict the reactants needed to synthesize it. (4) Given the product CNC(C)(C)C(=O)Nc1cc(COc2ccc(NC(=O)Nc3cc(C(C)(C)C)nn3-c3ccc(C)cc3)c3ccccc23)ccn1, predict the reactants needed to synthesize it. The reactants are: Cc1ccc(-n2nc(C(C)(C)C)cc2NC(=O)Nc2ccc(OCc3ccnc(NC(=O)C(C)(C)N(C)C(=O)OC(C)(C)C)c3)c3ccccc23)cc1.